The task is: Predict which catalyst facilitates the given reaction.. This data is from Catalyst prediction with 721,799 reactions and 888 catalyst types from USPTO. (1) Reactant: [CH3:1][O:2][C:3]1[N:8]=[CH:7][C:6](B(O)O)=[CH:5][CH:4]=1.[F:12][C:13]1[CH:14]=[C:15]([CH:17]=[CH:18][CH:19]=1)[NH2:16].O.O=[CH:22][C:23]([OH:25])=[O:24]. Product: [F:12][C:13]1[CH:14]=[C:15]([NH:16][CH:22]([C:6]2[CH:7]=[N:8][C:3]([O:2][CH3:1])=[CH:4][CH:5]=2)[C:23]([OH:25])=[O:24])[CH:17]=[CH:18][CH:19]=1. The catalyst class is: 10. (2) Reactant: [Cl:1][C:2]1[N:11]=[CH:10][CH:9]=[C:8]2[C:3]=1[CH:4]=[C:5]([C:30]1[CH:35]=[CH:34][CH:33]=[CH:32][CH:31]=1)[C:6]([C:12]1[CH:17]=[CH:16][C:15]([C:18]3([NH:22]C(=O)OC(C)(C)C)[CH2:21][CH2:20][CH2:19]3)=[CH:14][CH:13]=1)=[N:7]2.[O:36]1CCOCC1.Cl.O. Product: [Cl-:1].[O:36]=[C:2]1[NH:11][CH:10]=[CH:9][C:8]2[N:7]=[C:6]([C:12]3[CH:17]=[CH:16][C:15]([C:18]4([NH3+:22])[CH2:19][CH2:20][CH2:21]4)=[CH:14][CH:13]=3)[C:5]([C:30]3[CH:31]=[CH:32][CH:33]=[CH:34][CH:35]=3)=[CH:4][C:3]1=2. The catalyst class is: 13.